From a dataset of Full USPTO retrosynthesis dataset with 1.9M reactions from patents (1976-2016). Predict the reactants needed to synthesize the given product. Given the product [CH3:10][C:9]1[CH:15]=[C:14]([C:13]([O:17][CH3:18])=[O:16])[O:12][N:11]=1, predict the reactants needed to synthesize it. The reactants are: ClN1C(=O)CCC1=O.[CH:9](=[N:11][OH:12])[CH3:10].[C:13]([O:17][CH3:18])(=[O:16])[C:14]#[CH:15].C(N(CC)CC)C.